This data is from NCI-60 drug combinations with 297,098 pairs across 59 cell lines. The task is: Regression. Given two drug SMILES strings and cell line genomic features, predict the synergy score measuring deviation from expected non-interaction effect. (1) Drug 1: CC1OCC2C(O1)C(C(C(O2)OC3C4COC(=O)C4C(C5=CC6=C(C=C35)OCO6)C7=CC(=C(C(=C7)OC)O)OC)O)O. Drug 2: C1C(C(OC1N2C=NC3=C2NC=NCC3O)CO)O. Cell line: HCC-2998. Synergy scores: CSS=16.1, Synergy_ZIP=-0.122, Synergy_Bliss=2.34, Synergy_Loewe=-7.77, Synergy_HSA=2.20. (2) Drug 1: CCCS(=O)(=O)NC1=C(C(=C(C=C1)F)C(=O)C2=CNC3=C2C=C(C=N3)C4=CC=C(C=C4)Cl)F. Drug 2: C1=C(C(=O)NC(=O)N1)F. Cell line: BT-549. Synergy scores: CSS=31.8, Synergy_ZIP=1.80, Synergy_Bliss=2.39, Synergy_Loewe=-0.551, Synergy_HSA=0.668. (3) Drug 1: C1=CC(=CC=C1C#N)C(C2=CC=C(C=C2)C#N)N3C=NC=N3. Drug 2: C(CCl)NC(=O)N(CCCl)N=O. Cell line: K-562. Synergy scores: CSS=-3.99, Synergy_ZIP=-3.40, Synergy_Bliss=0.368, Synergy_Loewe=-5.06, Synergy_HSA=-4.16. (4) Drug 1: CC12CCC(CC1=CCC3C2CCC4(C3CC=C4C5=CN=CC=C5)C)O. Drug 2: C1CCN(CC1)CCOC2=CC=C(C=C2)C(=O)C3=C(SC4=C3C=CC(=C4)O)C5=CC=C(C=C5)O. Cell line: MOLT-4. Synergy scores: CSS=8.31, Synergy_ZIP=-1.35, Synergy_Bliss=7.01, Synergy_Loewe=4.90, Synergy_HSA=5.38. (5) Drug 1: COC1=NC(=NC2=C1N=CN2C3C(C(C(O3)CO)O)O)N. Drug 2: C1CC(=O)NC(=O)C1N2C(=O)C3=CC=CC=C3C2=O. Cell line: SF-539. Synergy scores: CSS=3.08, Synergy_ZIP=-2.93, Synergy_Bliss=-5.77, Synergy_Loewe=-1.83, Synergy_HSA=-4.14.